The task is: Predict the product of the given reaction.. This data is from Forward reaction prediction with 1.9M reactions from USPTO patents (1976-2016). (1) The product is: [C:1]([C:3]1[S:7][C:6]([NH:8][C:9]2[N:14]=[CH:13][N:12]=[C:11]([N:15]3[CH2:20][CH2:19][NH:18][CH:17]([C:31]([NH:33][CH:34]([CH3:36])[CH3:35])=[O:32])[CH2:16]3)[CH:10]=2)=[N:5][CH:4]=1)#[N:2]. Given the reactants [C:1]([C:3]1[S:7][C:6]([NH:8][C:9]2[N:14]=[CH:13][N:12]=[C:11]([N:15]3[CH2:20][CH2:19][N:18](C(OCC4C=CC=CC=4)=O)[CH:17]([C:31]([NH:33][CH:34]([CH3:36])[CH3:35])=[O:32])[CH2:16]3)[CH:10]=2)=[N:5][CH:4]=1)#[N:2].C1(OC)C=CC=CC=1, predict the reaction product. (2) Given the reactants [CH3:1][O:2][C:3]1[CH:8]=[CH:7][C:6]([N:9]2[CH:13]=[CH:12][C:11]([NH:14]C(OC)=O)=[N:10]2)=[CH:5][CH:4]=1.[OH-].[K+].Cl, predict the reaction product. The product is: [CH3:1][O:2][C:3]1[CH:4]=[CH:5][C:6]([N:9]2[CH:13]=[CH:12][C:11]([NH2:14])=[N:10]2)=[CH:7][CH:8]=1. (3) Given the reactants [C:1]([C:3]1[CH:8]=[CH:7][CH:6]=[CH:5][C:4]=1[C:9]1[C:10](=[O:31])[N:11]([C:21]2[CH:26]=[CH:25][CH:24]=[C:23]([C:27]([O:29]C)=O)[CH:22]=2)[CH:12]=[C:13]([C:15]2[CH:20]=[CH:19][CH:18]=[CH:17][N:16]=2)[CH:14]=1)#[N:2].[CH3:32][NH2:33], predict the reaction product. The product is: [C:1]([C:3]1[CH:8]=[CH:7][CH:6]=[CH:5][C:4]=1[C:9]1[C:10](=[O:31])[N:11]([C:21]2[CH:26]=[CH:25][CH:24]=[C:23]([C:27]([NH:33][CH3:32])=[O:29])[CH:22]=2)[CH:12]=[C:13]([C:15]2[CH:20]=[CH:19][CH:18]=[CH:17][N:16]=2)[CH:14]=1)#[N:2]. (4) Given the reactants [CH2:1]([N:3]1[C:7]2[C:8]([F:15])=[CH:9][C:10]([N+:12]([O-])=O)=[CH:11][C:6]=2[O:5][C:4]1=[O:16])[CH3:2].[Cl-].[NH4+], predict the reaction product. The product is: [NH2:12][C:10]1[CH:9]=[C:8]([F:15])[C:7]2[N:3]([CH2:1][CH3:2])[C:4](=[O:16])[O:5][C:6]=2[CH:11]=1. (5) The product is: [NH2:26][C:3]1[CH:4]=[C:5]([C:8]2[NH:12][C:11]3[CH:13]=[CH:14][C:15]([N:17]4[CH2:22][CH2:21][N:20]([CH2:23][CH2:24][OH:25])[CH2:19][CH2:18]4)=[CH:16][C:10]=3[N:9]=2)[CH:6]=[CH:7][C:2]=1[NH2:1]. Given the reactants [NH2:1][C:2]1[CH:7]=[CH:6][C:5]([C:8]2[NH:12][C:11]3[CH:13]=[CH:14][C:15]([N:17]4[CH2:22][CH2:21][N:20]([CH2:23][CH2:24][OH:25])[CH2:19][CH2:18]4)=[CH:16][C:10]=3[N:9]=2)=[CH:4][C:3]=1[N+:26]([O-])=O, predict the reaction product. (6) Given the reactants [CH2:1]1[C:9]2[C:4](=[CH:5][CH:6]=[CH:7][CH:8]=2)[CH2:3][CH2:2]1.[Br:10][CH2:11][C:12](Br)=O.[Al+3].[Cl-].[Cl-].[Cl-].FC(F)(F)C(O)=O, predict the reaction product. The product is: [Br:10][CH2:11][CH2:12][C:6]1[CH:5]=[C:4]2[C:9](=[CH:8][CH:7]=1)[CH2:1][CH2:2][CH2:3]2.